The task is: Predict the product of the given reaction.. This data is from Forward reaction prediction with 1.9M reactions from USPTO patents (1976-2016). (1) Given the reactants Br[C:2]1[CH:7]=[CH:6][C:5]([C:8]2([C:11]#[N:12])[CH2:10][CH2:9]2)=[C:4]([F:13])[CH:3]=1.IC1C=C(O)C=CC=1.[CH:22]1([C:27]([OH:44])([C:38]#[C:39][Si](C)(C)C)[CH2:28][C:29]2[O:34][C:33]([CH3:36])([CH3:35])[O:32][C:31](=[O:37])[CH:30]=2)[CH2:26][CH2:25][CH2:24][CH2:23]1, predict the reaction product. The product is: [CH:22]1([C:27]([OH:44])([CH2:28][C:29]2[O:34][C:33]([CH3:35])([CH3:36])[O:32][C:31](=[O:37])[CH:30]=2)[C:38]#[C:39][C:2]2[CH:7]=[CH:6][C:5]([C:8]3([C:11]#[N:12])[CH2:10][CH2:9]3)=[C:4]([F:13])[CH:3]=2)[CH2:26][CH2:25][CH2:24][CH2:23]1. (2) Given the reactants Cl[C:2]1[C:11]2[C:6](=[CH:7][C:8]([C:12]3[CH:13]=[C:14]([CH:21]=[CH:22][C:23]=3[CH3:24])[C:15]([NH:17][CH:18]3[CH2:20][CH2:19]3)=[O:16])=[CH:9][CH:10]=2)[CH:5]=[N:4][N:3]=1.[C:25]([C:27]1[CH:32]=[CH:31][CH:30]=[CH:29][C:28]=1B(O)O)#[N:26].C(=O)([O-])[O-:37].[K+].[K+], predict the reaction product. The product is: [NH2:26][C:25]([C:27]1[CH:32]=[CH:31][CH:30]=[CH:29][C:28]=1[C:2]1[C:11]2[C:6](=[CH:7][C:8]([C:12]3[CH:13]=[C:14]([CH:21]=[CH:22][C:23]=3[CH3:24])[C:15]([NH:17][CH:18]3[CH2:20][CH2:19]3)=[O:16])=[CH:9][CH:10]=2)[CH:5]=[N:4][N:3]=1)=[O:37]. (3) The product is: [F:1][C:2]1[CH:7]=[CH:6][C:5]([C:8]2[C:9]([O:21][CH2:22][C:23]3[CH:24]=[CH:25][CH:26]=[CH:27][CH:28]=3)=[CH:10][CH:11]=[C:12]([CH2:14][CH2:15][OH:16])[CH:13]=2)=[CH:4][CH:3]=1. Given the reactants [F:1][C:2]1[CH:7]=[CH:6][C:5]([C:8]2[C:9]([O:21][CH2:22][C:23]3[CH:28]=[CH:27][CH:26]=[CH:25][CH:24]=3)=[CH:10][CH:11]=[C:12]([CH2:14][CH2:15][O:16]S(C)(=O)=O)[CH:13]=2)=[CH:4][CH:3]=1.[OH-].[Na+].Cl, predict the reaction product. (4) Given the reactants [CH2:1]([O:8][CH2:9][CH:10]=[CH2:11])[C:2]1[CH:7]=[CH:6][CH:5]=[CH:4][CH:3]=1.Cl[C:13](Cl)(Cl)[C:14](Cl)=[O:15].P(Cl)(Cl)(Cl)=O, predict the reaction product. The product is: [CH2:1]([O:8][CH2:9][CH:10]1[CH2:13][C:14](=[O:15])[CH2:11]1)[C:2]1[CH:7]=[CH:6][CH:5]=[CH:4][CH:3]=1. (5) Given the reactants [NH2:1][CH2:2][C:3]1[CH:4]=[C:5]2[C:9](=[CH:10][CH:11]=1)[C:8](=[O:12])[N:7]([CH:13]1[CH2:18][CH2:17][C:16](=[O:19])[NH:15][C:14]1=[O:20])[CH2:6]2.S(O)(=O)(=O)C.[F:26][C:27]([F:40])([C:31]1[CH:36]=[C:35]([F:37])[CH:34]=[CH:33][C:32]=1[O:38][CH3:39])[C:28](O)=[O:29].C(N(C(C)C)CC)(C)C.F[P-](F)(F)(F)(F)F.CN(C(N(C)C)=[N+]1C2C(=NC=CC=2)[N+]([O-])=N1)C, predict the reaction product. The product is: [O:20]=[C:14]1[CH:13]([N:7]2[CH2:6][C:5]3[C:9](=[CH:10][CH:11]=[C:3]([CH2:2][NH:1][C:28](=[O:29])[C:27]([F:26])([F:40])[C:31]4[CH:36]=[C:35]([F:37])[CH:34]=[CH:33][C:32]=4[O:38][CH3:39])[CH:4]=3)[C:8]2=[O:12])[CH2:18][CH2:17][C:16](=[O:19])[NH:15]1. (6) Given the reactants [NH2:1][C:2]1[N:7]=[C:6]([C:8]([O:10][CH2:11][CH3:12])=[O:9])[CH:5]=[CH:4][CH:3]=1.[C:13](O[C:13]([O:15][C:16]([CH3:19])([CH3:18])[CH3:17])=[O:14])([O:15][C:16]([CH3:19])([CH3:18])[CH3:17])=[O:14], predict the reaction product. The product is: [C:16]([O:15][C:13]([NH:1][C:2]1[N:7]=[C:6]([C:8]([O:10][CH2:11][CH3:12])=[O:9])[CH:5]=[CH:4][CH:3]=1)=[O:14])([CH3:19])([CH3:18])[CH3:17]. (7) The product is: [F:30][C:31]1[CH:39]=[CH:38][C:34]([C:35]([NH:1][C:2]2[S:3][CH:4]=[C:5]([C:7]([NH:9][CH:10]3[CH2:11][CH2:12][N:13]([C:16]([O:18][C:19]([CH3:22])([CH3:21])[CH3:20])=[O:17])[CH2:14][CH2:15]3)=[O:8])[N:6]=2)=[O:36])=[CH:33][CH:32]=1. Given the reactants [NH2:1][C:2]1[S:3][CH:4]=[C:5]([C:7]([NH:9][CH:10]2[CH2:15][CH2:14][N:13]([C:16]([O:18][C:19]([CH3:22])([CH3:21])[CH3:20])=[O:17])[CH2:12][CH2:11]2)=[O:8])[N:6]=1.C(N(CC)CC)C.[F:30][C:31]1[CH:39]=[CH:38][C:34]([C:35](Cl)=[O:36])=[CH:33][CH:32]=1, predict the reaction product. (8) Given the reactants Br[C:2]1[CH:3]=[N:4][C:5]([C:8]2[O:16][C:11]3=[CH:12][N:13]=[CH:14][CH:15]=[C:10]3[C:9]=2[O:17][Si](C(C)(C)C)(C2C=CC=CC=2)C2C=CC=CC=2)=[N:6][CH:7]=1.[CH3:35][N:36]1[CH2:41][CH2:40][NH:39][CH2:38][CH2:37]1.CC(C1C=C(C(C)C)C(C2C=CC=CC=2P(C2CCCCC2)C2CCCCC2)=C(C(C)C)C=1)C.CC([O-])(C)C.[Na+], predict the reaction product. The product is: [CH3:35][N:36]1[CH2:41][CH2:40][N:39]([C:2]2[CH:7]=[N:6][C:5]([C:8]3[O:16][C:11]4=[CH:12][N:13]=[CH:14][CH:15]=[C:10]4[C:9]=3[OH:17])=[N:4][CH:3]=2)[CH2:38][CH2:37]1. (9) Given the reactants [CH:1]([N:4]1[CH2:9][CH2:8][CH:7]([O:10][C:11]2[CH:19]=[CH:18][C:17]3[N:16]4[C@H:20]([CH3:25])[CH2:21][NH:22][C:23](=[O:24])[C:15]4=[CH:14][C:13]=3[CH:12]=2)[CH2:6][CH2:5]1)([CH3:3])[CH3:2].[Cl:26]N1C(=O)CCC1=O.[OH-].[Na+], predict the reaction product. The product is: [Cl:26][C:14]1[C:13]2[CH:12]=[C:11]([O:10][CH:7]3[CH2:8][CH2:9][N:4]([CH:1]([CH3:3])[CH3:2])[CH2:5][CH2:6]3)[CH:19]=[CH:18][C:17]=2[N:16]2[C@H:20]([CH3:25])[CH2:21][NH:22][C:23](=[O:24])[C:15]=12.